Predict the product of the given reaction. From a dataset of Forward reaction prediction with 1.9M reactions from USPTO patents (1976-2016). (1) The product is: [C:1]([O:5][C:6]([N:8]1[C@@H:12](/[CH:13]=[CH:22]/[C:17]([O:19][CH2:20][CH3:21])=[O:18])[CH2:11][O:10][C:9]1([CH3:16])[CH3:15])=[O:7])([CH3:4])([CH3:3])[CH3:2]. Given the reactants [C:1]([O:5][C:6]([N:8]1[C@@H:12]([CH:13]=O)[CH2:11][O:10][C:9]1([CH3:16])[CH3:15])=[O:7])([CH3:4])([CH3:3])[CH3:2].[C:17]([CH:22]=P(C1C=CC=CC=1)(C1C=CC=CC=1)C1C=CC=CC=1)([O:19][CH2:20][CH3:21])=[O:18], predict the reaction product. (2) Given the reactants [Br:1][C:2]1[CH:7]=[CH:6][C:5]([CH:8]([CH2:12][N:13]2[CH2:17][CH2:16][CH:15](N(CC)CC)[CH2:14]2)[C:9]([OH:11])=O)=[CH:4][CH:3]=1.CC[N:25]([CH:29]([CH3:31])C)[CH:26]([CH3:28])C.C1CN([P+](Br)(N2CCCC2)N2CCCC2)CC1.F[P-](F)(F)(F)(F)F.[Cl:56][C:57]1[CH:62]=[CH:61][C:60]([NH2:63])=[CH:59][CH:58]=1, predict the reaction product. The product is: [Br:1][C:2]1[CH:3]=[CH:4][C:5]([CH:8]([CH2:12][N:13]2[CH2:14][CH2:15][CH2:16][CH:17]2[N:25]([CH2:26][CH3:28])[CH2:29][CH3:31])[C:9]([NH:63][C:60]2[CH:61]=[CH:62][C:57]([Cl:56])=[CH:58][CH:59]=2)=[O:11])=[CH:6][CH:7]=1. (3) The product is: [CH3:15][C:10]1[NH:11][C:12]2[C:13]3[N:35]=[C:33]([S:34][CH3:21])[N:32]=[CH:31][C:5]=3[CH2:6][CH2:7][C:8]=2[C:9]=1[C:16]([O:18][CH2:19][CH3:20])=[O:17]. Given the reactants CN(/C=[C:5]1\[CH2:6][CH2:7][C:8]2[C:9]([C:16]([O:18][CH2:19][CH3:20])=[O:17])=[C:10]([CH3:15])[NH:11][C:12]=2[C:13]\1=O)C.[C:21]([O-])(=O)C.[K+].S(O)(O)(=O)=O.[CH3:31][NH:32][C:33](=[NH:35])[SH:34], predict the reaction product. (4) The product is: [C:1]1([S:7]([N:10]2[C:14]3=[N:15][CH:16]=[C:17]([F:19])[CH:18]=[C:13]3[CH:12]=[C:11]2[C:20]([C:28]2[CH:29]=[CH:30][C:31]([S:34]([CH3:35])=[O:37])=[CH:32][CH:33]=2)([OH:27])[CH2:21][CH:22]2[CH2:26][CH2:25][CH2:24][CH2:23]2)(=[O:8])=[O:9])[CH:2]=[CH:3][CH:4]=[CH:5][CH:6]=1. Given the reactants [C:1]1([S:7]([N:10]2[C:14]3=[N:15][CH:16]=[C:17]([F:19])[CH:18]=[C:13]3[CH:12]=[C:11]2[C:20]([C:28]2[CH:33]=[CH:32][C:31]([S:34][CH3:35])=[CH:30][CH:29]=2)([OH:27])[CH2:21][CH:22]2[CH2:26][CH2:25][CH2:24][CH2:23]2)(=[O:9])=[O:8])[CH:6]=[CH:5][CH:4]=[CH:3][CH:2]=1.I([O-])(=O)(=O)=[O:37].[Na+], predict the reaction product. (5) Given the reactants [C:1]([OH:6])(=O)[C@H:2]([CH3:4])[OH:3].O.ON1C2C=CC=CC=2N=N1.Cl.C(N=C=NCCCN(C)C)C.C(N(CC)CC)C.[CH:37]1([CH2:40][N:41]2[C:49]([N:50]3[CH2:55][CH2:54][NH:53][C@@H:52]([CH3:56])[CH2:51]3)=[N:48][C:47]3[C:42]2=[N:43][C:44]([C:63]2[CH:64]=[N:65][C:66]([NH2:69])=[N:67][CH:68]=2)=[N:45][C:46]=3[N:57]2[CH2:62][CH2:61][O:60][CH2:59][CH2:58]2)[CH2:39][CH2:38]1, predict the reaction product. The product is: [NH2:69][C:66]1[N:65]=[CH:64][C:63]([C:44]2[N:43]=[C:42]3[C:47]([N:48]=[C:49]([N:50]4[CH2:55][CH2:54][N:53]([C:1](=[O:6])[C@@H:2]([OH:3])[CH3:4])[C@@H:52]([CH3:56])[CH2:51]4)[N:41]3[CH2:40][CH:37]3[CH2:39][CH2:38]3)=[C:46]([N:57]3[CH2:62][CH2:61][O:60][CH2:59][CH2:58]3)[N:45]=2)=[CH:68][N:67]=1. (6) Given the reactants [O:1]1[C:7]2[CH:8]=[CH:9][CH:10]=[CH:11][C:6]=2[C:5](=[O:12])[NH:4][CH2:3][CH2:2]1.[Cl:13][S:14](O)(=[O:16])=[O:15], predict the reaction product. The product is: [O:12]=[C:5]1[C:6]2[CH:11]=[C:10]([S:14]([Cl:13])(=[O:16])=[O:15])[CH:9]=[CH:8][C:7]=2[O:1][CH2:2][CH2:3][NH:4]1.